From a dataset of Peptide-MHC class II binding affinity with 134,281 pairs from IEDB. Regression. Given a peptide amino acid sequence and an MHC pseudo amino acid sequence, predict their binding affinity value. This is MHC class II binding data. (1) The peptide sequence is SQDLELSWNLNGEQAY. The MHC is DRB1_0401 with pseudo-sequence DRB1_0401. The binding affinity (normalized) is 0.661. (2) The peptide sequence is KNKVVKVLRPAPGGK. The MHC is HLA-DQA10501-DQB10303 with pseudo-sequence HLA-DQA10501-DQB10303. The binding affinity (normalized) is 0.308. (3) The peptide sequence is EVQKVSQPATGAATV. The binding affinity (normalized) is 0. The MHC is HLA-DQA10501-DQB10201 with pseudo-sequence HLA-DQA10501-DQB10201. (4) The peptide sequence is LLTSGMVIFFMSPKGK. The MHC is HLA-DQA10601-DQB10402 with pseudo-sequence HLA-DQA10601-DQB10402. The binding affinity (normalized) is 0.502. (5) The peptide sequence is AAGGVVRLWDVSDPS. The MHC is DRB1_0101 with pseudo-sequence DRB1_0101. The binding affinity (normalized) is 0.296.